This data is from Full USPTO retrosynthesis dataset with 1.9M reactions from patents (1976-2016). The task is: Predict the reactants needed to synthesize the given product. Given the product [N:17]1[C:18]2[C:13](=[CH:12][CH:11]=[CH:10][C:9]=2[C:5]2[CH:4]=[C:3]([OH:2])[CH:8]=[CH:7][CH:6]=2)[CH:14]=[CH:15][CH:16]=1, predict the reactants needed to synthesize it. The reactants are: C[O:2][C:3]1[CH:4]=[C:5]([C:9]2[CH:10]=[CH:11][CH:12]=[C:13]3[C:18]=2[N:17]=[CH:16][CH:15]=[CH:14]3)[CH:6]=[CH:7][CH:8]=1.B(Br)(Br)Br.O.